Dataset: Full USPTO retrosynthesis dataset with 1.9M reactions from patents (1976-2016). Task: Predict the reactants needed to synthesize the given product. (1) Given the product [CH2:8]([O:7][C:5](=[O:6])[CH:4]([C:28]1[CH:27]=[CH:26][C:25]([N+:31]([O-:33])=[O:32])=[C:24]([O:23][CH2:16][C:17]2[CH:22]=[CH:21][CH:20]=[CH:19][CH:18]=2)[CH:29]=1)[C:3]([O:11][C:12]([CH3:14])([CH3:13])[CH3:15])=[O:10])[CH3:9], predict the reactants needed to synthesize it. The reactants are: [H-].[Na+].[C:3]([O:11][C:12]([CH3:15])([CH3:14])[CH3:13])(=[O:10])[CH2:4][C:5]([O:7][CH2:8][CH3:9])=[O:6].[CH2:16]([O:23][C:24]1[CH:29]=[C:28](F)[CH:27]=[CH:26][C:25]=1[N+:31]([O-:33])=[O:32])[C:17]1[CH:22]=[CH:21][CH:20]=[CH:19][CH:18]=1. (2) Given the product [CH3:1][Si:2]([CH3:23])([CH3:22])[CH2:3][CH2:4][O:5][CH2:6][N:7]1[CH:11]=[CH:10][C:9]([NH:12][C:13]2[N:18]=[C:17]([CH2:19][OH:20])[CH:16]=[N:15][CH:14]=2)=[N:8]1, predict the reactants needed to synthesize it. The reactants are: [CH3:1][Si:2]([CH3:23])([CH3:22])[CH2:3][CH2:4][O:5][CH2:6][N:7]1[CH:11]=[CH:10][C:9]([NH:12][C:13]2[N:18]=[C:17]([C:19](O)=[O:20])[CH:16]=[N:15][CH:14]=2)=[N:8]1.CN(C)C=O.[BH4-].[Na+]. (3) Given the product [C:1]([O:5][C@@H:6]([C@H:8]1[CH2:12][O:11][C:10](=[O:13])[N:9]1[C:19]1[C:20]([F:24])=[CH:21][N:22]=[C:17]([F:16])[N:18]=1)[CH3:7])([CH3:2])([CH3:3])[CH3:4], predict the reactants needed to synthesize it. The reactants are: [C:1]([O:5][C@@H:6]([C@H:8]1[CH2:12][O:11][C:10](=[O:13])[NH:9]1)[CH3:7])([CH3:4])([CH3:3])[CH3:2].[H-].[Na+].[F:16][C:17]1[N:22]=[C:21](F)[C:20]([F:24])=[CH:19][N:18]=1.[F-].[Na+]. (4) Given the product [F:38][C:37]([F:40])([F:39])[C:35]([OH:41])=[O:36].[NH2:7][C@@H:8]1[C:14](=[O:15])[N:13]([CH2:16][C:17]2[C:26]3[C:21](=[CH:22][C:23]([Br:27])=[CH:24][CH:25]=3)[CH:20]=[CH:19][C:18]=2[O:28][CH3:29])[C:12]2[CH:30]=[CH:31][CH:32]=[CH:33][C:11]=2[NH:10][CH2:9]1, predict the reactants needed to synthesize it. The reactants are: C(OC(=O)[NH:7][C@@H:8]1[C:14](=[O:15])[N:13]([CH2:16][C:17]2[C:26]3[C:21](=[CH:22][C:23]([Br:27])=[CH:24][CH:25]=3)[CH:20]=[CH:19][C:18]=2[O:28][CH3:29])[C:12]2[CH:30]=[CH:31][CH:32]=[CH:33][C:11]=2[NH:10][CH2:9]1)(C)(C)C.[C:35]([OH:41])([C:37]([F:40])([F:39])[F:38])=[O:36]. (5) Given the product [N:38]1([C@H:35]2[CH2:36][CH2:37][C@@H:33]([C:30]3[N:29]4[C:24]5[CH:23]=[CH:22][N:21]([S:11]([C:14]6[CH:15]=[CH:16][C:17]([CH3:18])=[CH:19][CH:20]=6)(=[O:13])=[O:12])[C:25]=5[N:26]=[CH:27][C:28]4=[N:32][N:31]=3)[CH2:34]2)[CH:3]=[CH:7][CH:6]=[CH:5]1, predict the reactants needed to synthesize it. The reactants are: CO[CH:3]1[CH2:7][CH2:6][CH:5](OC)O1.Cl.[S:11]([N:21]1[C:25]2[N:26]=[CH:27][C:28]3[N:29]([C:30]([C@@H:33]4[CH2:37][CH2:36][C@H:35]([NH2:38])[CH2:34]4)=[N:31][N:32]=3)[C:24]=2[CH:23]=[CH:22]1)([C:14]1[CH:20]=[CH:19][C:17]([CH3:18])=[CH:16][CH:15]=1)(=[O:13])=[O:12].CC([O-])=O.[Na+]. (6) Given the product [NH2:26][C:24](=[O:25])[C:23](=[O:27])[CH:22]([NH:21][C:13]([C@H:8]1[CH2:9][CH2:10][C:11](=[O:12])[N:7]1[CH2:6][C:5]1[CH:16]=[C:17]([O:19][CH3:20])[CH:18]=[C:3]([O:2][CH3:1])[CH:4]=1)=[O:15])[CH2:28][C:29]1[CH:30]=[CH:31][CH:32]=[CH:33][CH:34]=1, predict the reactants needed to synthesize it. The reactants are: [CH3:1][O:2][C:3]1[CH:4]=[C:5]([CH:16]=[C:17]([O:19][CH3:20])[CH:18]=1)[CH2:6][N:7]1[C:11](=[O:12])[CH2:10][CH2:9][C@@H:8]1[C:13]([OH:15])=O.[NH2:21][CH:22]([CH2:28][C:29]1[CH:34]=[CH:33][CH:32]=[CH:31][CH:30]=1)[CH:23]([OH:27])[C:24]([NH2:26])=[O:25].O[NH-].O=[N-]. (7) Given the product [ClH:43].[ClH:43].[CH3:31][N:28]1[CH2:27][CH2:26][C:21]2[N:22]([CH3:25])[C:23]3[CH:24]=[C:16]([N:13]4[CH:14]=[CH:15][C:10]([O:9][CH2:8][C:5]5[CH:4]=[CH:3][C:2]([F:1])=[CH:7][N:6]=5)=[CH:11][C:12]4=[O:30])[CH:17]=[CH:18][C:19]=3[C:20]=2[CH2:29]1, predict the reactants needed to synthesize it. The reactants are: [F:1][C:2]1[CH:3]=[CH:4][C:5]([CH2:8][O:9][C:10]2[CH:15]=[CH:14][N:13]([C:16]3[CH:17]=[CH:18][C:19]4[C:20]5[CH2:29][NH:28][CH2:27][CH2:26][C:21]=5[N:22]([CH3:25])[C:23]=4[CH:24]=3)[C:12](=[O:30])[CH:11]=2)=[N:6][CH:7]=1.[C:31]1(N)C(F)=C(F)C(F)=C(N)C=1F.[ClH:43].Cl.